From a dataset of Catalyst prediction with 721,799 reactions and 888 catalyst types from USPTO. Predict which catalyst facilitates the given reaction. (1) The catalyst class is: 13. Reactant: C([O:9][CH2:10][CH:11]([CH:24]([CH3:26])[CH3:25])[CH2:12][O:13][C:14]1[CH:23]=[CH:22][C:17]([C:18]([O:20][CH3:21])=[O:19])=[CH:16][CH:15]=1)(=O)C1C=CC=CC=1.C(=O)([O-])[O-].[K+].[K+].CO. Product: [OH:9][CH2:10][CH:11]([CH:24]([CH3:26])[CH3:25])[CH2:12][O:13][C:14]1[CH:23]=[CH:22][C:17]([C:18]([O:20][CH3:21])=[O:19])=[CH:16][CH:15]=1. (2) Reactant: [CH3:1][O:2][C:3]1[CH:4]=[C:5]2[C:10](=[C:11]3[CH2:15][C:14]([CH3:17])([CH3:16])[O:13][C:12]=13)[C:9]([C:18]1[CH:19]=[C:20]([CH:26]=[CH:27][CH:28]=1)[O:21][CH2:22][C:23](O)=[O:24])=[N:8][C:7]([CH3:30])([CH3:29])[CH2:6]2.CN.CO.O.O[N:37]1[C:41]2C=CC=CC=2N=N1.Cl.C(N=C=NCCCN(C)C)C. Product: [CH3:41][NH:37][C:23](=[O:24])[CH2:22][O:21][C:20]1[CH:26]=[CH:27][CH:28]=[C:18]([C:9]2[C:10]3[C:5](=[CH:4][C:3]([O:2][CH3:1])=[C:12]4[O:13][C:14]([CH3:17])([CH3:16])[CH2:15][C:11]4=3)[CH2:6][C:7]([CH3:29])([CH3:30])[N:8]=2)[CH:19]=1. The catalyst class is: 35. (3) Reactant: CCN(C(C)C)C(C)C.[N:10]1[CH:15]=[CH:14][CH:13]=[C:12]([C:16]([OH:18])=O)[N:11]=1.CN(C(ON1N=NC2C=CC=NC1=2)=[N+](C)C)C.F[P-](F)(F)(F)(F)F.[CH3:43][C:44]1([CH3:58])[C:48]([CH3:50])([CH3:49])[O:47][B:46]([C:51]2[CH:56]=[CH:55][C:54]([NH2:57])=[CH:53][CH:52]=2)[O:45]1. Product: [CH3:49][C:48]1([CH3:50])[C:44]([CH3:43])([CH3:58])[O:45][B:46]([C:51]2[CH:56]=[CH:55][C:54]([NH:57][C:16]([C:12]3[N:11]=[N:10][CH:15]=[CH:14][CH:13]=3)=[O:18])=[CH:53][CH:52]=2)[O:47]1. The catalyst class is: 3. (4) Reactant: [Br:1][C:2]1[CH:7]=[N:6][C:5]([CH:8]=[CH:9][CH2:10][CH2:11][N:12]2[CH:16]=[CH:15][N:14]=[N:13]2)=[CH:4][N:3]=1.O. Product: [Br:1][C:2]1[CH:7]=[N:6][C:5]([CH2:8][CH2:9][CH2:10][CH2:11][N:12]2[CH:16]=[CH:15][N:14]=[N:13]2)=[CH:4][N:3]=1. The catalyst class is: 603. (5) Reactant: [F:1][C:2]([F:21])([F:20])[C:3]([N:5]1[CH2:10][CH2:9][CH:8]([C:11]2[CH:16]=[CH:15][C:14]([N+:17]([O-:19])=[O:18])=[CH:13][CH:12]=2)[CH2:7][CH2:6]1)=O.N#N.[BH4-].[Na+].II. Product: [F:21][C:2]([F:1])([F:20])[CH2:3][N:5]1[CH2:6][CH2:7][CH:8]([C:11]2[CH:16]=[CH:15][C:14]([N+:17]([O-:19])=[O:18])=[CH:13][CH:12]=2)[CH2:9][CH2:10]1. The catalyst class is: 1. (6) Reactant: [N:1]1([CH2:6][CH2:7][O:8][C:9]2[CH:10]=[C:11]3[C:16](=[CH:17][CH:18]=2)[CH:15]=[C:14]([C:19]2[C:27]4[C:22](=[CH:23][CH:24]=[C:25]([C:28]5[N:32]=[CH:31][N:30](C(C6C=CC=CC=6)(C6C=CC=CC=6)C6C=CC=CC=6)[N:29]=5)[CH:26]=4)[N:21](C4CCCCO4)[N:20]=2)[CH:13]=[CH:12]3)[CH2:5][CH2:4][CH2:3][CH2:2]1.Cl. Product: [N:1]1([CH2:6][CH2:7][O:8][C:9]2[CH:10]=[C:11]3[C:16](=[CH:17][CH:18]=2)[CH:15]=[C:14]([C:19]2[C:27]4[C:22](=[CH:23][CH:24]=[C:25]([C:28]5[N:32]=[CH:31][NH:30][N:29]=5)[CH:26]=4)[NH:21][N:20]=2)[CH:13]=[CH:12]3)[CH2:5][CH2:4][CH2:3][CH2:2]1. The catalyst class is: 5. (7) Reactant: [Br:1][C:2]1[C:3]([C:20]2[S:24][C:23]3[CH:25]=[CH:26][C:27]([O:29][CH2:30][C@@H:31]4[CH2:35][CH2:34][CH2:33][N:32]4C(OC(C)(C)C)=O)=[CH:28][C:22]=3[CH:21]=2)=[N:4][C:5]([NH:8][CH2:9][CH2:10][N:11]2[C:15]([CH3:17])([CH3:16])[C:14](=[O:18])[NH:13][C:12]2=[O:19])=[N:6][CH:7]=1.[F:43][C:44]([F:49])([F:48])[C:45]([OH:47])=[O:46]. Product: [F:43][C:44]([F:49])([F:48])[C:45]([OH:47])=[O:46].[Br:1][C:2]1[C:3]([C:20]2[S:24][C:23]3[CH:25]=[CH:26][C:27]([O:29][CH2:30][C@@H:31]4[CH2:35][CH2:34][CH2:33][NH:32]4)=[CH:28][C:22]=3[CH:21]=2)=[N:4][C:5]([NH:8][CH2:9][CH2:10][N:11]2[C:15]([CH3:16])([CH3:17])[C:14](=[O:18])[NH:13][C:12]2=[O:19])=[N:6][CH:7]=1. The catalyst class is: 4. (8) Reactant: [CH2:1]1[C:13]2[C:12]3[CH:11]=[C:10]([C:14]([O:16][CH3:17])=[O:15])[CH:9]=[CH:8][C:7]=3[NH:6][C:5]=2[CH2:4][CH2:3][N:2]1[C:18]([O:20][C:21]([CH3:24])([CH3:23])[CH3:22])=[O:19].[H-].[Na+].I[CH3:28].[NH4+].[Cl-]. Product: [CH3:28][N:6]1[C:7]2[CH:8]=[CH:9][C:10]([C:14]([O:16][CH3:17])=[O:15])=[CH:11][C:12]=2[C:13]2[CH2:1][N:2]([C:18]([O:20][C:21]([CH3:24])([CH3:23])[CH3:22])=[O:19])[CH2:3][CH2:4][C:5]1=2. The catalyst class is: 3. (9) Reactant: [CH2:1]([O:4][C:5]1([CH3:41])[CH2:10][CH2:9][N:8]([C:11]2[N:16]3[CH:17]=[C:18]([NH:20]C(OCC[Si](C)(C)C)=O)[N:19]=[C:15]3[CH:14]=[C:13]([CH3:30])[C:12]=2[C@H:31]([O:36][C:37]([CH3:40])([CH3:39])[CH3:38])[C:32]([O:34][CH3:35])=[O:33])[CH2:7][CH2:6]1)[CH:2]=[CH2:3].CCCC[N+](CCCC)(CCCC)CCCC.[F-]. Product: [CH2:1]([O:4][C:5]1([CH3:41])[CH2:10][CH2:9][N:8]([C:11]2[N:16]3[CH:17]=[C:18]([NH2:20])[N:19]=[C:15]3[CH:14]=[C:13]([CH3:30])[C:12]=2[C@H:31]([O:36][C:37]([CH3:40])([CH3:39])[CH3:38])[C:32]([O:34][CH3:35])=[O:33])[CH2:7][CH2:6]1)[CH:2]=[CH2:3]. The catalyst class is: 49. (10) Reactant: C(O[C:6]([N:8]1[CH2:12][CH2:11][CH2:10][C@H:9]1[C:13]1[NH:14][C:15]([CH2:35][C:36]2[CH:41]=[CH:40][C:39]([F:42])=[CH:38][C:37]=2[F:43])=[CH:16][CH:17]([C:24]2[N:25]=[CH:26][C:27]([C:30]([O:32][CH2:33][CH3:34])=[O:31])=[N:28][CH:29]=2)[C:18]=1C(OCC)=O)=[O:7])(C)(C)C.CCOC(C)=O. Product: [F:43][C:37]1[CH:38]=[C:39]([F:42])[CH:40]=[CH:41][C:36]=1[CH2:35][C:15]1[CH:16]=[C:17]([C:24]2[N:25]=[CH:26][C:27]([C:30]([O:32][CH2:33][CH3:34])=[O:31])=[N:28][CH:29]=2)[C:18]2[C:6](=[O:7])[N:8]3[C@@H:9]([CH2:10][CH2:11][CH2:12]3)[C:13]=2[N:14]=1. The catalyst class is: 144.